From a dataset of Reaction yield outcomes from USPTO patents with 853,638 reactions. Predict the reaction yield, written as a fraction of the theoretical maximum amount of product (1.0 means a 100% yield; for example, 0.34 means a 34% yield). The reactants are Br[C:2]1[CH:3]=[CH:4][C:5]2[O:14][CH2:13][CH2:12][C:11]3[S:10][C:9]([C:15]4[N:16]([CH:20]([CH3:22])[CH3:21])[N:17]=[CH:18][N:19]=4)=[N:8][C:7]=3[C:6]=2[CH:23]=1.[CH3:24][N:25](C=O)C. The catalyst is [C-]#N.[Zn+2].[C-]#N.C1C=CC([P]([Pd]([P](C2C=CC=CC=2)(C2C=CC=CC=2)C2C=CC=CC=2)([P](C2C=CC=CC=2)(C2C=CC=CC=2)C2C=CC=CC=2)[P](C2C=CC=CC=2)(C2C=CC=CC=2)C2C=CC=CC=2)(C2C=CC=CC=2)C2C=CC=CC=2)=CC=1. The product is [CH:20]([N:16]1[C:15]([C:9]2[S:10][C:11]3[CH2:12][CH2:13][O:14][C:5]4[CH:4]=[CH:3][C:2]([C:24]#[N:25])=[CH:23][C:6]=4[C:7]=3[N:8]=2)=[N:19][CH:18]=[N:17]1)([CH3:22])[CH3:21]. The yield is 0.730.